From a dataset of Full USPTO retrosynthesis dataset with 1.9M reactions from patents (1976-2016). Predict the reactants needed to synthesize the given product. (1) Given the product [C:1]([O:5][C:6]([NH:8][C:9]([CH3:14])([CH3:13])[C:10]([O:12][N:16]1[C:20]2[CH:21]=[CH:22][CH:23]=[CH:24][C:19]=2[N:18]=[N:17]1)=[O:11])=[O:7])([CH3:4])([CH3:2])[CH3:3], predict the reactants needed to synthesize it. The reactants are: [C:1]([O:5][C:6]([NH:8][C:9]([CH3:14])([CH3:13])[C:10]([OH:12])=[O:11])=[O:7])([CH3:4])([CH3:3])[CH3:2].O[N:16]1[C:20]2[CH:21]=[CH:22][CH:23]=[CH:24][C:19]=2[N:18]=[N:17]1.Cl.C(N=C=NCCCN(C)C)C. (2) Given the product [Br:1][C:2]1[CH:3]=[CH:4][C:5]2[C:11](=[O:12])[CH:10]([Br:14])[CH2:9][CH2:8][CH2:7][C:6]=2[CH:13]=1, predict the reactants needed to synthesize it. The reactants are: [Br:1][C:2]1[CH:3]=[CH:4][C:5]2[C:11](=[O:12])[CH2:10][CH2:9][CH2:8][CH2:7][C:6]=2[CH:13]=1.[Br:14]Br. (3) Given the product [F:7][CH:8]([F:34])[O:9][C:10]1[CH:15]=[CH:14][C:13]2[NH:16][C:17](=[O:18])[N:19]([CH:20]3[CH2:25][CH2:24][N:23]([C:26]([O:28][C:29]([CH3:32])([CH3:31])[CH3:30])=[O:27])[CH2:22][CH2:21]3)[C:12]=2[CH:11]=1, predict the reactants needed to synthesize it. The reactants are: CC(C)([O-])C.[Na+].[F:7][CH:8]([F:34])[O:9][C:10]1[CH:15]=[CH:14][C:13]([NH:16][C:17]([NH:19][CH:20]2[CH2:25][CH2:24][N:23]([C:26]([O:28][C:29]([CH3:32])([CH3:31])[CH3:30])=[O:27])[CH2:22][CH2:21]2)=[O:18])=[C:12](I)[CH:11]=1.ClCCl. (4) Given the product [CH3:1][O:2][C:3]1[CH:4]=[C:5]([NH:11][C:12]2[C:13]3[N:38]=[CH:37][S:36][C:14]=3[N:15]=[C:16]([C:18]3[CH:19]=[C:20]([CH:33]=[CH:34][CH:35]=3)[CH2:21][CH2:22][C:23]3[CH:32]=[CH:31][C:26]([C:27]([OH:29])=[O:28])=[CH:25][CH:24]=3)[N:17]=2)[CH:6]=[CH:7][C:8]=1[O:9][CH3:10], predict the reactants needed to synthesize it. The reactants are: [CH3:1][O:2][C:3]1[CH:4]=[C:5]([NH:11][C:12]2[C:13]3[N:38]=[CH:37][S:36][C:14]=3[N:15]=[C:16]([C:18]3[CH:19]=[C:20]([CH:33]=[CH:34][CH:35]=3)[CH2:21][CH2:22][C:23]3[CH:32]=[CH:31][C:26]([C:27]([O:29]C)=[O:28])=[CH:25][CH:24]=3)[N:17]=2)[CH:6]=[CH:7][C:8]=1[O:9][CH3:10].[OH-].[Na+].Cl. (5) Given the product [N:1]1([C:13]2[CH:12]=[C:11]([CH2:16][O:17][CH2:18][CH:19]3[CH2:20][CH2:21]3)[N:10]=[C:9]([Cl:8])[N:14]=2)[CH2:4][CH2:3][CH2:2]1, predict the reactants needed to synthesize it. The reactants are: [NH:1]1[CH2:4][CH2:3][CH2:2]1.C[O-].[Na+].[Cl:8][C:9]1[N:14]=[C:13](Cl)[CH:12]=[C:11]([CH2:16][O:17][CH2:18][CH:19]2[CH2:21][CH2:20]2)[N:10]=1. (6) Given the product [Cl:51][C:49]1[CH:48]=[C:44]([CH:43]=[C:42]([N:39]2[CH2:40][CH2:41][CH:36]([NH:35][C:31]([C:27]3[NH:28][C:29]([CH3:30])=[C:25]([Cl:24])[CH:26]=3)=[O:33])[CH2:37][CH2:38]2)[N:50]=1)[C:45]([NH2:47])=[O:46], predict the reactants needed to synthesize it. The reactants are: C(N(C(C)C)CC)(C)C.C(Cl)CCl.C1C=NC2N(O)N=NC=2C=1.[Cl:24][C:25]1[CH:26]=[C:27]([C:31]([OH:33])=O)[NH:28][C:29]=1[CH3:30].Cl.[NH2:35][CH:36]1[CH2:41][CH2:40][N:39]([C:42]2[CH:43]=[C:44]([CH:48]=[C:49]([Cl:51])[N:50]=2)[C:45]([NH2:47])=[O:46])[CH2:38][CH2:37]1. (7) Given the product [Cl:1][C:2]1[CH:7]=[CH:6][C:5]([C:8]2[N:9]([CH2:22][C:23]3[CH:28]=[CH:27][C:26]([O:29][CH3:30])=[CH:25][CH:24]=3)[C:10](=[O:21])[N:11]([S:13]([C:16]3[N:20]([CH2:44][C:43]4[CH:46]=[CH:47][CH:48]=[CH:49][C:42]=4[C:41]([F:40])([F:50])[F:51])[N:19]=[CH:18][N:17]=3)(=[O:15])=[O:14])[N:12]=2)=[CH:4][CH:3]=1, predict the reactants needed to synthesize it. The reactants are: [Cl:1][C:2]1[CH:7]=[CH:6][C:5]([C:8]2[N:9]([CH2:22][C:23]3[CH:28]=[CH:27][C:26]([O:29][CH3:30])=[CH:25][CH:24]=3)[C:10](=[O:21])[N:11]([S:13]([C:16]3[NH:20][N:19]=[CH:18][N:17]=3)(=[O:15])=[O:14])[N:12]=2)=[CH:4][CH:3]=1.C(N(CC)C(C)C)(C)C.[F:40][C:41]([F:51])([F:50])[C:42]1[CH:49]=[CH:48][CH:47]=[CH:46][C:43]=1[CH2:44]Br.